This data is from Forward reaction prediction with 1.9M reactions from USPTO patents (1976-2016). The task is: Predict the product of the given reaction. (1) Given the reactants C(OP([CH2:9][S:10]([N:13]1[CH2:18][CH2:17][N:16]([C:19]2[C:28]3[C:23](=[CH:24][CH:25]=[CH:26][CH:27]=3)[N:22]=[C:21]([CH3:29])[CH:20]=2)[CH2:15][CH2:14]1)(=[O:12])=[O:11])(OCC)=O)C.[Br-].[Li+].C(=O)CC.[CH2:36]1[CH2:46]CN2C(=NCCC2)[CH2:38][CH2:37]1, predict the reaction product. The product is: [CH3:29][C:21]1[CH:20]=[C:19]([N:16]2[CH2:15][CH2:14][N:13]([S:10](/[CH:9]=[CH:46]/[CH2:36][CH2:37][CH3:38])(=[O:12])=[O:11])[CH2:18][CH2:17]2)[C:28]2[C:23](=[CH:24][CH:25]=[CH:26][CH:27]=2)[N:22]=1. (2) Given the reactants C[O:2][C:3]([C:5]1[C:9]([C:10]2[N:11]=[C:12]([NH:18][C:19]([O:21][C:22]([CH3:25])([CH3:24])[CH3:23])=[O:20])[S:13][C:14]=2[C:15](=[O:17])[CH3:16])=[CH:8][N:7]([CH2:26][C:27]2[CH:32]=[CH:31][C:30]([O:33][CH3:34])=[CH:29][CH:28]=2)[N:6]=1)=O.CC(C[AlH]CC(C)C)C.CO, predict the reaction product. The product is: [C:22]([O:21][C:19](=[O:20])[NH:18][C:12]1[S:13][C:14]([CH:15]([OH:17])[CH3:16])=[C:10]([C:9]2[C:5]([CH:3]=[O:2])=[N:6][N:7]([CH2:26][C:27]3[CH:28]=[CH:29][C:30]([O:33][CH3:34])=[CH:31][CH:32]=3)[CH:8]=2)[N:11]=1)([CH3:24])([CH3:23])[CH3:25]. (3) Given the reactants [C:1]([C:3]1[CH:8]=[CH:7][CH:6]=[CH:5][C:4]=1[N:9]1[C:14](=[O:15])[N:13]([C:16]2[CH:21]=[CH:20][CH:19]=[C:18]([N+:22]([O-])=O)[CH:17]=2)[CH2:12][C:11]([C:25]2[CH:30]=[CH:29][CH:28]=[CH:27][N:26]=2)=[N:10]1)#[N:2].[H][H], predict the reaction product. The product is: [C:1]([C:3]1[CH:8]=[CH:7][CH:6]=[CH:5][C:4]=1[N:9]1[C:14](=[O:15])[N:13]([C:16]2[CH:21]=[CH:20][CH:19]=[C:18]([NH2:22])[CH:17]=2)[CH2:12][C:11]([C:25]2[CH:30]=[CH:29][CH:28]=[CH:27][N:26]=2)=[N:10]1)#[N:2]. (4) Given the reactants C(OC([N:6]1[CH2:21][CH2:20][C:10]2[C:11]3[C:12]([CH3:19])([CH3:18])[CH2:13][CH2:14][C:15]=3[CH:16]=[CH:17][C:9]=2[CH2:8][CH2:7]1)=O)C.[Si](I)(C)(C)C, predict the reaction product. The product is: [CH3:18][C:12]1([CH3:19])[C:11]2[C:10]3[CH2:20][CH2:21][NH:6][CH2:7][CH2:8][C:9]=3[CH:17]=[CH:16][C:15]=2[CH2:14][CH2:13]1. (5) Given the reactants [Cl:1][C:2]1[CH:22]=[CH:21][CH:20]=[CH:19][C:3]=1[CH2:4][N:5]1[C:13](=[O:14])[C:12]2[C:7](=[CH:8][CH:9]=[C:10]([C:15]([OH:17])=O)[CH:11]=2)[C:6]1=[O:18].[N:23]1([CH2:28][CH2:29][CH2:30][NH2:31])[CH2:27][CH2:26][CH2:25][CH2:24]1, predict the reaction product. The product is: [Cl-:1].[Cl:1][C:2]1[CH:22]=[CH:21][CH:20]=[CH:19][C:3]=1[CH2:4][N:5]1[C:13](=[O:14])[C:12]2[C:7](=[CH:8][CH:9]=[C:10]([C:15]([NH:31][CH2:30][CH2:29][CH2:28][NH+:23]3[CH2:27][CH2:26][CH2:25][CH2:24]3)=[O:17])[CH:11]=2)[C:6]1=[O:18]. (6) Given the reactants C[O:2][C:3]([C:5]1[C:13]2[C:8](=[CH:9][CH:10]=[CH:11][CH:12]=2)[N:7]([C:14]2[S:15][CH:16]=[C:17]([C:19]3[CH:24]=[CH:23][C:22]([CH:25]([CH3:27])[CH3:26])=[CH:21][CH:20]=3)[N:18]=2)[N:6]=1)=[O:4].[Li+].[OH-].[ClH:30], predict the reaction product. The product is: [ClH:30].[CH:25]([C:22]1[CH:23]=[CH:24][C:19]([C:17]2[N:18]=[C:14]([N:7]3[C:8]4[C:13](=[CH:12][CH:11]=[CH:10][CH:9]=4)[C:5]([C:3]([OH:4])=[O:2])=[N:6]3)[S:15][CH:16]=2)=[CH:20][CH:21]=1)([CH3:27])[CH3:26]. (7) Given the reactants [Cl:1][C:2]1[CH:3]=[CH:4][C:5]([CH3:30])=[C:6]([C@H:8]([O:22][CH2:23][CH2:24][NH:25][C:26]([O:28][CH3:29])=[O:27])[C@@H:9]2[CH2:14][CH2:13][CH2:12][N:11](C(OC(C)(C)C)=O)[CH2:10]2)[CH:7]=1.C(=O)(O)[O-].[Na+], predict the reaction product. The product is: [Cl:1][C:2]1[CH:3]=[CH:4][C:5]([CH3:30])=[C:6]([C@@H:8]([C@@H:9]2[CH2:14][CH2:13][CH2:12][NH:11][CH2:10]2)[O:22][CH2:23][CH2:24][NH:25][C:26](=[O:27])[O:28][CH3:29])[CH:7]=1. (8) Given the reactants [CH:1]1[C:9]2[C:8]3[CH:10]=[CH:11][CH:12]=[CH:13][C:7]=3[O:6][C:5]=2[C:4](B(O)O)=[CH:3][CH:2]=1.[F:17][C:18]1[CH:23]=[CH:22][C:21](I)=[CH:20][CH:19]=1.F[B-](F)(F)F.C([PH+](C(C)(C)C)C(C)(C)C)(C)(C)C.C(=O)([O-])[O-].[K+].[K+], predict the reaction product. The product is: [F:17][C:18]1[CH:23]=[CH:22][C:21]([C:4]2[C:5]3[O:6][C:7]4[CH:13]=[CH:12][CH:11]=[CH:10][C:8]=4[C:9]=3[CH:1]=[CH:2][CH:3]=2)=[CH:20][CH:19]=1.